This data is from Merck oncology drug combination screen with 23,052 pairs across 39 cell lines. The task is: Regression. Given two drug SMILES strings and cell line genomic features, predict the synergy score measuring deviation from expected non-interaction effect. (1) Drug 1: CS(=O)(=O)CCNCc1ccc(-c2ccc3ncnc(Nc4ccc(OCc5cccc(F)c5)c(Cl)c4)c3c2)o1. Drug 2: O=C(O)C1(Cc2cccc(Nc3nccs3)n2)CCC(Oc2cccc(Cl)c2F)CC1. Cell line: A2780. Synergy scores: synergy=6.95. (2) Drug 1: CN(C)C(=N)N=C(N)N. Drug 2: C#Cc1cccc(Nc2ncnc3cc(OCCOC)c(OCCOC)cc23)c1. Cell line: RKO. Synergy scores: synergy=-12.2. (3) Drug 1: CC1CC2C3CCC4=CC(=O)C=CC4(C)C3(F)C(O)CC2(C)C1(O)C(=O)CO. Drug 2: O=C(CCCCCCC(=O)Nc1ccccc1)NO. Cell line: NCIH2122. Synergy scores: synergy=4.98. (4) Drug 1: COc1cccc2c1C(=O)c1c(O)c3c(c(O)c1C2=O)CC(O)(C(=O)CO)CC3OC1CC(N)C(O)C(C)O1. Drug 2: Cn1c(=O)n(-c2ccc(C(C)(C)C#N)cc2)c2c3cc(-c4cnc5ccccc5c4)ccc3ncc21. Cell line: OV90. Synergy scores: synergy=-4.53. (5) Drug 1: COc1cccc2c1C(=O)c1c(O)c3c(c(O)c1C2=O)CC(O)(C(=O)CO)CC3OC1CC(N)C(O)C(C)O1. Drug 2: COC1CC2CCC(C)C(O)(O2)C(=O)C(=O)N2CCCCC2C(=O)OC(C(C)CC2CCC(OP(C)(C)=O)C(OC)C2)CC(=O)C(C)C=C(C)C(O)C(OC)C(=O)C(C)CC(C)C=CC=CC=C1C. Cell line: UWB1289. Synergy scores: synergy=17.0. (6) Drug 1: CS(=O)(=O)CCNCc1ccc(-c2ccc3ncnc(Nc4ccc(OCc5cccc(F)c5)c(Cl)c4)c3c2)o1. Drug 2: CNC(=O)c1cc(Oc2ccc(NC(=O)Nc3ccc(Cl)c(C(F)(F)F)c3)cc2)ccn1. Cell line: COLO320DM. Synergy scores: synergy=-4.30. (7) Drug 1: CCC1(O)CC2CN(CCc3c([nH]c4ccccc34)C(C(=O)OC)(c3cc4c(cc3OC)N(C)C3C(O)(C(=O)OC)C(OC(C)=O)C5(CC)C=CCN6CCC43C65)C2)C1. Drug 2: C#Cc1cccc(Nc2ncnc3cc(OCCOC)c(OCCOC)cc23)c1. Cell line: UWB1289. Synergy scores: synergy=17.2. (8) Drug 1: O=c1[nH]cc(F)c(=O)[nH]1. Drug 2: COC1=C2CC(C)CC(OC)C(O)C(C)C=C(C)C(OC(N)=O)C(OC)C=CC=C(C)C(=O)NC(=CC1=O)C2=O. Cell line: NCIH23. Synergy scores: synergy=-9.33. (9) Drug 1: O=P1(N(CCCl)CCCl)NCCCO1. Drug 2: N#Cc1ccc(Cn2cncc2CN2CCN(c3cccc(Cl)c3)C(=O)C2)cc1. Cell line: T47D. Synergy scores: synergy=-15.0. (10) Drug 1: COC1CC2CCC(C)C(O)(O2)C(=O)C(=O)N2CCCCC2C(=O)OC(C(C)CC2CCC(OP(C)(C)=O)C(OC)C2)CC(=O)C(C)C=C(C)C(O)C(OC)C(=O)C(C)CC(C)C=CC=CC=C1C. Drug 2: Cn1cc(-c2cnn3c(N)c(Br)c(C4CCCNC4)nc23)cn1. Cell line: A427. Synergy scores: synergy=31.3.